Dataset: Forward reaction prediction with 1.9M reactions from USPTO patents (1976-2016). Task: Predict the product of the given reaction. Given the reactants [S:1]1[CH:5]=[CH:4][N:3]=[C:2]1[NH:6][C:7]([C:9]1[C:17]2[C:12](=[CH:13][C:14]([F:18])=[CH:15][CH:16]=2)[N:11]([CH2:19][CH:20]2[CH2:22][CH2:21]2)[CH:10]=1)=[O:8].[Br:23]N1C(=O)CCC1=O, predict the reaction product. The product is: [Br:23][C:5]1[S:1][C:2]([NH:6][C:7]([C:9]2[C:17]3[C:12](=[CH:13][C:14]([F:18])=[CH:15][CH:16]=3)[N:11]([CH2:19][CH:20]3[CH2:22][CH2:21]3)[CH:10]=2)=[O:8])=[N:3][CH:4]=1.